This data is from Catalyst prediction with 721,799 reactions and 888 catalyst types from USPTO. The task is: Predict which catalyst facilitates the given reaction. (1) The catalyst class is: 11. Product: [Cl:17][C:11]([C@@H:6]1[CH2:7][CH2:8][CH2:9][CH2:10][C@H:5]1[C:3]([O:2][CH3:1])=[O:4])=[O:13]. Reactant: [CH3:1][O:2][C:3]([C@@H:5]1[CH2:10][CH2:9][CH2:8][CH2:7][C@H:6]1[C:11]([OH:13])=O)=[O:4].C(Cl)(=O)C([Cl:17])=O. (2) Reactant: [C:1]12([C:11]3[C:19]4[O:18][CH:17]=[N:16][C:15]=4[CH:14]=[C:13]([C:20]4[CH:25]=[CH:24][C:23]([CH:26]5OCC[O:27]5)=[CH:22][N:21]=4)[CH:12]=3)[CH2:10][CH:5]3[CH2:6][CH:7]([CH2:9][CH:3]([CH2:4]3)[CH2:2]1)[CH2:8]2.C1(C)C=CC(S([O-])(=O)=O)=CC=1.[NH+]1C=CC=CC=1. Product: [C:1]12([C:11]3[C:19]4[O:18][CH:17]=[N:16][C:15]=4[CH:14]=[C:13]([C:20]4[N:21]=[CH:22][C:23]([CH:26]=[O:27])=[CH:24][CH:25]=4)[CH:12]=3)[CH2:10][CH:5]3[CH2:4][CH:3]([CH2:9][CH:7]([CH2:6]3)[CH2:8]1)[CH2:2]2. The catalyst class is: 95. (3) Product: [NH2:25][C:7]1[CH:8]=[C:9]2[C:4](=[CH:5][CH:6]=1)[N:3]=[C:2]([CH3:1])[C:11]([C:12]([O:14][C:15]([CH3:18])([CH3:16])[CH3:17])=[O:13])=[C:10]2[C:19]1[CH:24]=[CH:23][CH:22]=[CH:21][CH:20]=1. Reactant: [CH3:1][C:2]1[C:11]([C:12]([O:14][C:15]([CH3:18])([CH3:17])[CH3:16])=[O:13])=[C:10]([C:19]2[CH:24]=[CH:23][CH:22]=[CH:21][CH:20]=2)[C:9]2[C:4](=[CH:5][CH:6]=[C:7]([N+:25]([O-])=O)[CH:8]=2)[N:3]=1. The catalyst class is: 99. (4) Reactant: [H-].[Na+].[CH2:3](Br)[C:4]1[CH:9]=[CH:8][CH:7]=[CH:6][CH:5]=1.[C:11]([NH:30][C@H:31]([C:35]([O:37][CH3:38])=[O:36])[C@@H:32]([CH3:34])[OH:33])([C:24]1[CH:29]=[CH:28][CH:27]=[CH:26][CH:25]=1)([C:18]1[CH:23]=[CH:22][CH:21]=[CH:20][CH:19]=1)[C:12]1[CH:17]=[CH:16][CH:15]=[CH:14][CH:13]=1.C([O-])([O-])=O.[Na+].[Na+]. Product: [CH2:3]([O:33][C@H:32]([CH3:34])[C@@H:31]([C:35]([O:37][CH3:38])=[O:36])[NH:30][C:11]([C:12]1[CH:17]=[CH:16][CH:15]=[CH:14][CH:13]=1)([C:24]1[CH:25]=[CH:26][CH:27]=[CH:28][CH:29]=1)[C:18]1[CH:19]=[CH:20][CH:21]=[CH:22][CH:23]=1)[C:4]1[CH:9]=[CH:8][CH:7]=[CH:6][CH:5]=1. The catalyst class is: 215. (5) Reactant: [NH2:1][CH:2]1[CH2:7][CH2:6][N:5]([C:8]([O:10][C:11]([CH3:14])([CH3:13])[CH3:12])=[O:9])[CH2:4][CH2:3]1.C[Al](C)C.[Br:19][C:20]1[C:32]([CH3:33])=[CH:31][C:23]([O:24][C@H:25]2[CH2:29][CH2:28][O:27][C:26]2=[O:30])=[C:22]([F:34])[CH:21]=1. Product: [Br:19][C:20]1[C:32]([CH3:33])=[CH:31][C:23]([O:24][C@@H:25]([CH2:29][CH2:28][OH:27])[C:26]([NH:1][CH:2]2[CH2:3][CH2:4][N:5]([C:8]([O:10][C:11]([CH3:14])([CH3:13])[CH3:12])=[O:9])[CH2:6][CH2:7]2)=[O:30])=[C:22]([F:34])[CH:21]=1. The catalyst class is: 2. (6) Reactant: [CH2:1]([Li])[CH2:2][CH2:3][CH3:4].Br[C:7]1[CH:8]=[C:9]([C:13]2[CH:18]=[CH:17][CH:16]=[CH:15][CH:14]=2)[CH:10]=[CH:11][CH:12]=1.O1[CH2:23][CH2:22][CH2:21][CH2:20]1.[N:24]1[C:31](Cl)=[N:30][C:28](Cl)=[N:27][C:25]=1[Cl:26]. Product: [Cl:26][C:25]1[N:27]=[C:28]([C:7]2[CH:8]=[C:9]([C:13]3[CH:18]=[CH:17][CH:16]=[CH:15][CH:14]=3)[CH:10]=[CH:11][CH:12]=2)[N:30]=[C:31]([C:1]2[CH:20]=[C:21]([C:22]3[CH:23]=[CH:4][CH:3]=[CH:2][CH:1]=3)[CH:4]=[CH:3][CH:2]=2)[N:24]=1. The catalyst class is: 81. (7) Reactant: [N:1]1[C:10]2[C:5](=[CH:6][CH:7]=[CH:8][CH:9]=2)[CH:4]=[CH:3][C:2]=1[N:11]1[CH2:16][CH2:15][N:14]([CH2:17][CH2:18][CH2:19][CH2:20][NH2:21])[CH2:13][CH2:12]1.C1N=CN([C:27](N2C=NC=C2)=[O:28])C=1.[C:34]1([N:40]2[CH2:45][CH2:44][NH:43][CH2:42][CH2:41]2)[CH:39]=[CH:38][CH:37]=[CH:36][CH:35]=1. Product: [C:34]1([N:40]2[CH2:45][CH2:44][N:43]([C:27]([NH:21][CH2:20][CH2:19][CH2:18][CH2:17][N:14]3[CH2:13][CH2:12][N:11]([C:2]4[CH:3]=[CH:4][C:5]5[C:10](=[CH:9][CH:8]=[CH:7][CH:6]=5)[N:1]=4)[CH2:16][CH2:15]3)=[O:28])[CH2:42][CH2:41]2)[CH:39]=[CH:38][CH:37]=[CH:36][CH:35]=1. The catalyst class is: 147. (8) Reactant: [S:1]1[C:5]2[CH:6]=[CH:7][CH:8]=[CH:9][C:4]=2[N:3]=[C:2]1[C:10]1[C:11]([Cl:30])=[N:12][C:13]([CH:17]2[CH2:22][CH2:21][N:20](C(OC(C)(C)C)=O)[CH2:19][CH2:18]2)=[N:14][C:15]=1[OH:16].Cl. The catalyst class is: 5. Product: [S:1]1[C:5]2[CH:6]=[CH:7][CH:8]=[CH:9][C:4]=2[N:3]=[C:2]1[C:10]1[C:15]([OH:16])=[N:14][C:13]([CH:17]2[CH2:18][CH2:19][NH:20][CH2:21][CH2:22]2)=[N:12][C:11]=1[Cl:30]. (9) Reactant: [CH3:1][C:2]1[O:6][N:5]=[C:4]([C:7]2[CH:12]=[CH:11][CH:10]=[CH:9][CH:8]=2)[C:3]=1[CH2:13][O:14][C:15]1[CH:23]=[CH:22][C:18]([C:19]([OH:21])=O)=[CH:17][N:16]=1.F[B-](F)(F)F.N1(OC(N(C)C)=[N+](C)C)C2C=CC=CC=2N=N1.C(N(CC)C(C)C)(C)C.[CH3:55][N:56]1[CH:60]=[C:59]([NH2:61])[CH:58]=[N:57]1. Product: [CH3:1][C:2]1[O:6][N:5]=[C:4]([C:7]2[CH:8]=[CH:9][CH:10]=[CH:11][CH:12]=2)[C:3]=1[CH2:13][O:14][C:15]1[CH:23]=[CH:22][C:18]([C:19]([NH:61][C:59]2[CH:58]=[N:57][N:56]([CH3:55])[CH:60]=2)=[O:21])=[CH:17][N:16]=1. The catalyst class is: 3.